Task: Predict the reaction yield, written as a fraction of the theoretical maximum amount of product (1.0 means a 100% yield; for example, 0.34 means a 34% yield).. Dataset: Reaction yield outcomes from USPTO patents with 853,638 reactions (1) The reactants are Br[C:2]1[CH:3]=[C:4]([F:9])[C:5]([Cl:8])=[N:6][CH:7]=1.[CH3:10][C:11]1(C)C(C)(C)OB(C=C)O1.C([O-])([O-])=O.[K+].[K+]. The yield is 0.850. The product is [Cl:8][C:5]1[C:4]([F:9])=[CH:3][C:2]([CH:10]=[CH2:11])=[CH:7][N:6]=1. The catalyst is CCO.C1COCC1.O.Cl[Pd](Cl)([P](C1C=CC=CC=1)(C1C=CC=CC=1)C1C=CC=CC=1)[P](C1C=CC=CC=1)(C1C=CC=CC=1)C1C=CC=CC=1. (2) The reactants are [S:1]1[CH:5]=[C:4]([CH2:6][OH:7])[N:3]=[CH:2]1.C[Si]([N-][Si](C)(C)C)(C)C.[Li+].[CH:18]1([NH:21][C:22]([C:24]2[CH:25]=[CH:26][C:27]([CH3:43])=[C:28]([NH:30][C:31]([C:33]3[CH:34]=[N:35][C:36](S(C)(=O)=O)=[N:37][CH:38]=3)=[O:32])[CH:29]=2)=[O:23])[CH2:20][CH2:19]1. The catalyst is C1COCC1. The product is [CH:18]1([NH:21][C:22]([C:24]2[CH:25]=[CH:26][C:27]([CH3:43])=[C:28]([NH:30][C:31]([C:33]3[CH:34]=[N:35][C:36]([O:7][CH2:6][C:4]4[N:3]=[CH:2][S:1][CH:5]=4)=[N:37][CH:38]=3)=[O:32])[CH:29]=2)=[O:23])[CH2:20][CH2:19]1. The yield is 0.230. (3) The catalyst is C(OCC)(=O)C. The yield is 0.250. The product is [NH2:1][C:2]1[C:9]([F:10])=[CH:8][C:5]([CH2:6][NH:7][C:22]([NH:21][CH2:20][C:19]2[CH:24]=[CH:25][C:16]([C:12]([CH3:15])([CH3:14])[CH3:13])=[CH:17][CH:18]=2)=[S:23])=[C:4]([F:11])[CH:3]=1. The reactants are [NH2:1][C:2]1[C:9]([F:10])=[CH:8][C:5]([CH2:6][NH2:7])=[C:4]([F:11])[CH:3]=1.[C:12]([C:16]1[CH:25]=[CH:24][C:19]([CH2:20][N:21]=[C:22]=[S:23])=[CH:18][CH:17]=1)([CH3:15])([CH3:14])[CH3:13]. (4) The reactants are [C:1]1(C)[CH:6]=[CH:5][C:4]([S:7]([O:10][C:11](=[O:25])[CH:12]([C:19]2[CH:24]=[CH:23][CH:22]=[CH:21][CH:20]=2)[C:13]2[CH:18]=[CH:17][CH:16]=[CH:15][CH:14]=2)(=[O:9])=[O:8])=[CH:3][CH:2]=1.O.[C:28]1(C)C=CC(S(O)(=O)=O)=CC=1.C1(C)C=CC=CC=1.C1(C(C2C=CC=CC=2)=C=O)C=CC=CC=1. The catalyst is C(OCC)C. The product is [C:5]1([CH3:28])[C:4]([S:7]([O:10][C:11](=[O:25])[CH:12]([C:13]2[CH:18]=[CH:17][CH:16]=[CH:15][CH:14]=2)[C:19]2[CH:20]=[CH:21][CH:22]=[CH:23][CH:24]=2)(=[O:9])=[O:8])=[CH:3][CH:2]=[CH:1][CH:6]=1. The yield is 0.670. (5) The reactants are [O:1]=[C:2]1[CH2:6][CH2:5][CH2:4][N:3]1[C:7]1[CH:12]=[CH:11][C:10]([N:13]2[CH:17]=[N:16][C:15]([C:18]3[CH:19]=[C:20]([CH:25]=[CH:26][CH:27]=3)[C:21]([O:23]C)=[O:22])=[N:14]2)=[CH:9][CH:8]=1.[I-].[Li+].Cl. The catalyst is N1C=CC=CC=1. The product is [O:1]=[C:2]1[CH2:6][CH2:5][CH2:4][N:3]1[C:7]1[CH:8]=[CH:9][C:10]([N:13]2[CH:17]=[N:16][C:15]([C:18]3[CH:19]=[C:20]([CH:25]=[CH:26][CH:27]=3)[C:21]([OH:23])=[O:22])=[N:14]2)=[CH:11][CH:12]=1. The yield is 0.770.